From a dataset of Full USPTO retrosynthesis dataset with 1.9M reactions from patents (1976-2016). Predict the reactants needed to synthesize the given product. (1) Given the product [N+:11]([C:4]1[C:5]2[O:9][CH:8]=[CH:7][C:6]=2[CH:10]=[C:2]([B:14]2[O:18][C:17]([CH3:20])([CH3:19])[C:16]([CH3:22])([CH3:21])[O:15]2)[CH:3]=1)([O-:13])=[O:12], predict the reactants needed to synthesize it. The reactants are: Br[C:2]1[CH:3]=[C:4]([N+:11]([O-:13])=[O:12])[C:5]2[O:9][CH:8]=[CH:7][C:6]=2[CH:10]=1.[B:14]1([B:14]2[O:18][C:17]([CH3:20])([CH3:19])[C:16]([CH3:22])([CH3:21])[O:15]2)[O:18][C:17]([CH3:20])([CH3:19])[C:16]([CH3:22])([CH3:21])[O:15]1.C([O-])(=O)C.[K+].O. (2) Given the product [Br:1][C:2]1[C:3]([NH2:9])=[N:4][CH:5]=[C:6]([C:15]2[CH:14]=[CH:13][C:12]([O:11][CH3:10])=[C:17]([O:18][CH3:19])[CH:16]=2)[CH:7]=1, predict the reactants needed to synthesize it. The reactants are: [Br:1][C:2]1[C:3]([NH2:9])=[N:4][CH:5]=[C:6](I)[CH:7]=1.[CH3:10][O:11][C:12]1[CH:13]=[C:14](B(O)O)[CH:15]=[CH:16][C:17]=1[O:18][CH3:19].C(=O)([O-])[O-].[K+].[K+].[Cl-].[NH4+]. (3) Given the product [N:25]([C@@H:28]([C@@H:32]([C:39]1[CH:40]=[CH:41][C:42]([F:45])=[CH:43][CH:44]=1)[CH:33]1[CH2:34][CH2:35][O:36][CH2:37][CH2:38]1)[C:29]([NH:1][C:2]1[CH:23]=[CH:22][CH:21]=[C:20]([F:24])[C:3]=1[CH2:4][CH2:5][C@H:6]1[CH2:10][O:9][C:8]([CH3:11])([CH3:12])[N:7]1[C:13]([O:15][C:16]([CH3:19])([CH3:17])[CH3:18])=[O:14])=[O:30])=[N+:26]=[N-:27], predict the reactants needed to synthesize it. The reactants are: [NH2:1][C:2]1[CH:23]=[CH:22][CH:21]=[C:20]([F:24])[C:3]=1[CH2:4][CH2:5][C@H:6]1[CH2:10][O:9][C:8]([CH3:12])([CH3:11])[N:7]1[C:13]([O:15][C:16]([CH3:19])([CH3:18])[CH3:17])=[O:14].[N:25]([C@@H:28]([C@@H:32]([C:39]1[CH:44]=[CH:43][C:42]([F:45])=[CH:41][CH:40]=1)[CH:33]1[CH2:38][CH2:37][O:36][CH2:35][CH2:34]1)[C:29](O)=[O:30])=[N+:26]=[N-:27].O=P(Cl)(Cl)Cl. (4) Given the product [C:37]([O:36][C:34]([N:26]1[CH2:27][CH2:28][N:23]([S:20]([C:6]2[N:7]([S:11]([C:14]3[CH:15]=[CH:16][CH:17]=[CH:18][CH:19]=3)(=[O:12])=[O:13])[C:8]3[C:4]([CH:5]=2)=[CH:3][C:2]([Cl:1])=[CH:10][CH:9]=3)(=[O:22])=[O:21])[CH2:24][CH:25]1[CH2:29][C:30]([O:32][CH3:33])=[O:31])=[O:35])([CH3:40])([CH3:39])[CH3:38], predict the reactants needed to synthesize it. The reactants are: [Cl:1][C:2]1[CH:3]=[C:4]2[C:8](=[CH:9][CH:10]=1)[N:7]([S:11]([C:14]1[CH:19]=[CH:18][CH:17]=[CH:16][CH:15]=1)(=[O:13])=[O:12])[C:6]([S:20]([N:23]1[CH2:28][CH2:27][NH:26][CH:25]([CH2:29][C:30]([O:32][CH3:33])=[O:31])[CH2:24]1)(=[O:22])=[O:21])=[CH:5]2.[C:34](O[C:34]([O:36][C:37]([CH3:40])([CH3:39])[CH3:38])=[O:35])([O:36][C:37]([CH3:40])([CH3:39])[CH3:38])=[O:35]. (5) The reactants are: [C:1]([O:5][C:6]([NH:8][C:9]1[CH:16]=[CH:15][C:12]([O:13]C)=[CH:11][CH:10]=1)=[O:7])([CH3:4])([CH3:3])[CH3:2].[C:17]([Li])(C)(C)C.[CH2:22]1[O:24][CH2:23]1.[Cl-].[NH4+]. Given the product [OH:13][CH2:12][CH2:15][C:16]1[C:23]([O:24][CH3:22])=[CH:17][CH:11]=[CH:10][C:9]=1[NH:8][C:6]([O:5][C:1]([CH3:2])([CH3:3])[CH3:4])=[O:7], predict the reactants needed to synthesize it. (6) Given the product [F:15][C:14]([F:17])([F:16])[O:13][C:10]1[CH:11]=[CH:12][C:7]([N:4]2[CH2:5][CH2:6][C:2]([C:23]3[CH:24]=[CH:25][C:20]([CH:18]=[O:19])=[CH:21][CH:22]=3)=[N:3]2)=[CH:8][CH:9]=1, predict the reactants needed to synthesize it. The reactants are: Cl[C:2]1[CH2:6][CH2:5][N:4]([C:7]2[CH:12]=[CH:11][C:10]([O:13][C:14]([F:17])([F:16])[F:15])=[CH:9][CH:8]=2)[N:3]=1.[CH:18]([C:20]1[CH:25]=[CH:24][C:23](B(O)O)=[CH:22][CH:21]=1)=[O:19].C([O-])([O-])=O.[Na+].[Na+].O1CCOCC1. (7) Given the product [CH3:29][N:27]1[CH:28]=[C:24]([C:20]2[C:18]3[N:19]=[C:14]([O:1][CH2:2][C:3]4[CH:4]=[CH:5][C:6]([C:9]([F:10])([F:11])[F:12])=[CH:7][CH:8]=4)[N:15]=[C:16]([OH:30])[C:17]=3[CH:23]=[CH:22][N:21]=2)[N:25]=[CH:26]1, predict the reactants needed to synthesize it. The reactants are: [OH:1][CH2:2][C:3]1[CH:8]=[CH:7][C:6]([C:9]([F:12])([F:11])[F:10])=[CH:5][CH:4]=1.Cl[C:14]1[N:15]=[C:16]([OH:30])[C:17]2[CH:23]=[CH:22][N:21]=[C:20]([C:24]3[N:25]=[CH:26][N:27]([CH3:29])[CH:28]=3)[C:18]=2[N:19]=1.